Dataset: Full USPTO retrosynthesis dataset with 1.9M reactions from patents (1976-2016). Task: Predict the reactants needed to synthesize the given product. (1) Given the product [NH2:1][C:2]1[CH:7]=[C:6]([F:8])[CH:5]=[CH:4][C:3]=1[NH:9][C:10](=[O:18])[C:11]1[CH:16]=[CH:15][C:14]([NH:22][CH2:21][CH2:20][CH2:19][NH2:23])=[N:13][CH:12]=1, predict the reactants needed to synthesize it. The reactants are: [NH2:1][C:2]1[CH:7]=[C:6]([F:8])[CH:5]=[CH:4][C:3]=1[NH:9][C:10](=[O:18])[C:11]1[CH:16]=[CH:15][C:14](Cl)=[N:13][CH:12]=1.[CH2:19]([NH2:23])[CH2:20][CH2:21][NH2:22]. (2) Given the product [Cl:1][C:2]1[C:7]([C:8]#[N:9])=[C:6]([OH:10])[CH:5]=[CH:4][C:3]=1[O:14][C:15](=[O:17])[CH3:16], predict the reactants needed to synthesize it. The reactants are: [Cl:1][C:2]1[C:7]([C:8]#[N:9])=[C:6]([O:10]C(=O)C)[CH:5]=[CH:4][C:3]=1[O:14][C:15](=[O:17])[CH3:16].C([O-])([O-])=O.[K+].[K+].Cl. (3) Given the product [N+:22](=[C:5]([C:6](=[O:10])[CH:7]([F:9])[F:8])[C:4]([O:3][CH2:1][CH3:2])=[O:11])=[N-:23], predict the reactants needed to synthesize it. The reactants are: [CH2:1]([O:3][C:4](=[O:11])[CH2:5][C:6](=[O:10])[CH:7]([F:9])[F:8])[CH3:2].S([N:22]=[N+:23]=[N-])(C1C=CC(C)=CC=1)(=O)=O. (4) Given the product [C:10]1([C:20]2[CH:25]=[CH:24][CH:23]=[CH:22][CH:21]=2)[CH:15]=[CH:14][C:13]([S:16]([NH2:9])(=[O:18])=[O:17])=[CH:12][CH:11]=1, predict the reactants needed to synthesize it. The reactants are: S1C=CC=C1S([NH2:9])(=O)=O.[C:10]1([C:20]2[CH:25]=[CH:24][CH:23]=[CH:22][CH:21]=2)[CH:15]=[CH:14][C:13]([S:16](Cl)(=[O:18])=[O:17])=[CH:12][CH:11]=1. (5) Given the product [C:7]([C:6]1[CH:5]=[C:4]([CH:11]=[CH:10][CH:9]=1)[C:3]([NH:2][Cl:12])=[O:13])#[N:8], predict the reactants needed to synthesize it. The reactants are: O[N:2]=[CH:3][C:4]1[CH:5]=[C:6]([CH:9]=[CH:10][CH:11]=1)[C:7]#[N:8].[ClH:12].[O-:13]Cl.[Na+]. (6) Given the product [NH2:20][C:13]1[N:12]=[C:11]2[C:16]([N:17]=[CH:18][N:10]2[CH2:9][CH2:8][CH:5]2[CH2:4][O:3][C:2]([CH3:1])([CH3:21])[O:7][CH2:6]2)=[C:15]([Cl:19])[N:14]=1, predict the reactants needed to synthesize it. The reactants are: [CH3:1][C:2]1([CH3:21])[O:7][CH2:6][C:5](=[CH:8][CH2:9][N:10]2[CH:18]=[N:17][C:16]3[C:11]2=[N:12][C:13]([NH2:20])=[N:14][C:15]=3[Cl:19])[CH2:4][O:3]1.